This data is from NCI-60 drug combinations with 297,098 pairs across 59 cell lines. The task is: Regression. Given two drug SMILES strings and cell line genomic features, predict the synergy score measuring deviation from expected non-interaction effect. (1) Drug 1: C1=CN(C=N1)CC(O)(P(=O)(O)O)P(=O)(O)O. Drug 2: CC12CCC3C(C1CCC2OP(=O)(O)O)CCC4=C3C=CC(=C4)OC(=O)N(CCCl)CCCl.[Na+]. Cell line: CAKI-1. Synergy scores: CSS=1.74, Synergy_ZIP=-1.06, Synergy_Bliss=-1.78, Synergy_Loewe=-0.893, Synergy_HSA=-1.47. (2) Drug 1: CC12CCC3C(C1CCC2=O)CC(=C)C4=CC(=O)C=CC34C. Drug 2: CN1C2=C(C=C(C=C2)N(CCCl)CCCl)N=C1CCCC(=O)O.Cl. Cell line: UACC-257. Synergy scores: CSS=37.7, Synergy_ZIP=7.57, Synergy_Bliss=9.58, Synergy_Loewe=-0.892, Synergy_HSA=6.82.